Dataset: Full USPTO retrosynthesis dataset with 1.9M reactions from patents (1976-2016). Task: Predict the reactants needed to synthesize the given product. (1) The reactants are: [CH3:1][C:2]1[CH:10]=[CH:9][C:8]([C:11]2[C:19]3[S:18][C:17]([CH2:20][C:21]4[CH:26]=[CH:25][CH:24]=[C:23]([C:27]([F:30])([F:29])[F:28])[CH:22]=4)=[CH:16][C:15]=3[CH:14]=[CH:13][CH:12]=2)=[CH:7][C:3]=1[C:4](O)=[O:5].CCN=C=NCCCN(C)C.C1C=CC2N(O)N=NC=2C=1.Cl.[NH2:53][CH2:54][C:55]([NH2:57])=[O:56].C(N(CC)C(C)C)(C)C. Given the product [NH2:57][C:55](=[O:56])[CH2:54][NH:53][C:4](=[O:5])[C:3]1[CH:7]=[C:8]([C:11]2[C:19]3[S:18][C:17]([CH2:20][C:21]4[CH:26]=[CH:25][CH:24]=[C:23]([C:27]([F:29])([F:28])[F:30])[CH:22]=4)=[CH:16][C:15]=3[CH:14]=[CH:13][CH:12]=2)[CH:9]=[CH:10][C:2]=1[CH3:1], predict the reactants needed to synthesize it. (2) Given the product [CH:12]([CH:13]1[CH2:18][CH2:17][N:16]([CH2:19][CH2:20][CH2:21][C:22]([O:24][C:25]([CH3:28])([CH3:27])[CH3:26])=[O:23])[CH2:15][CH2:14]1)=[O:11], predict the reactants needed to synthesize it. The reactants are: C(Cl)(=O)C(Cl)=O.CS(C)=O.[OH:11][CH2:12][CH:13]1[CH2:18][CH2:17][N:16]([CH2:19][CH2:20][CH2:21][C:22]([O:24][C:25]([CH3:28])([CH3:27])[CH3:26])=[O:23])[CH2:15][CH2:14]1.C(N(CC)CC)C. (3) Given the product [NH2:19][C:3]1[CH:4]=[C:5]([S:8]([N:11]2[CH2:15][CH2:14][CH2:13][C@@H:12]2[CH2:16][CH2:17][OH:18])(=[O:10])=[O:9])[CH:6]=[CH:7][C:2]=1[CH3:1], predict the reactants needed to synthesize it. The reactants are: [CH3:1][C:2]1[CH:7]=[CH:6][C:5]([S:8]([N:11]2[CH2:15][CH2:14][CH2:13][C@@H:12]2[CH2:16][CH2:17][OH:18])(=[O:10])=[O:9])=[CH:4][C:3]=1[N+:19]([O-])=O.O.NN. (4) The reactants are: [NH:1]1[C:5]2=[N:6][CH:7]=[CH:8][C:9]([C:10]3[C:11]([C:15]4[CH:21]=[CH:20][C:18]([NH2:19])=[CH:17][CH:16]=4)=[N:12][NH:13][CH:14]=3)=[C:4]2[CH:3]=[CH:2]1.C(N(CC)CC)C.[C:29]1([N:35]=[C:36]=[O:37])[CH:34]=[CH:33][CH:32]=[CH:31][CH:30]=1. Given the product [C:29]1([NH:35][C:36]([NH:19][C:18]2[CH:20]=[CH:21][C:15]([C:11]3[C:10]([C:9]4[CH:8]=[CH:7][N:6]=[C:5]5[NH:1][CH:2]=[CH:3][C:4]=45)=[CH:14][NH:13][N:12]=3)=[CH:16][CH:17]=2)=[O:37])[CH:34]=[CH:33][CH:32]=[CH:31][CH:30]=1, predict the reactants needed to synthesize it. (5) Given the product [CH:1]1([C:4]2[N:8]([CH3:17])[N:7]([C:9]3[CH:10]=[CH:11][CH:12]=[CH:13][CH:14]=3)[C:6](=[O:15])[CH:5]=2)[CH2:3][CH2:2]1, predict the reactants needed to synthesize it. The reactants are: [CH:1]1([C:4]2[CH2:5][C:6](=[O:15])[N:7]([C:9]3[CH:14]=[CH:13][CH:12]=[CH:11][CH:10]=3)[N:8]=2)[CH2:3][CH2:2]1.I[CH3:17]. (6) Given the product [Cl:1][C:2]1[CH:7]=[CH:6][N:5]2[N:8]=[CH:9][C:10]([C:21]#[C:20][CH2:19][OH:22])=[C:4]2[N:3]=1, predict the reactants needed to synthesize it. The reactants are: [Cl:1][C:2]1[CH:7]=[CH:6][N:5]2[N:8]=[CH:9][C:10](I)=[C:4]2[N:3]=1.C(N(CC)CC)C.[CH2:19]([OH:22])[C:20]#[CH:21]. (7) Given the product [F:1][C:2]([F:13])([F:12])[O:3][C:4]1[CH:11]=[CH:10][CH:9]=[CH:8][C:5]=1[CH:6]=[N:16][OH:14], predict the reactants needed to synthesize it. The reactants are: [F:1][C:2]([F:13])([F:12])[O:3][C:4]1[CH:11]=[CH:10][CH:9]=[CH:8][C:5]=1[CH:6]=O.[OH-:14].[Na+].[NH2:16]O.Cl.